Dataset: Forward reaction prediction with 1.9M reactions from USPTO patents (1976-2016). Task: Predict the product of the given reaction. (1) Given the reactants [S:1]1[CH:5]=[CH:4][CH:3]=[C:2]1[CH2:6][C:7]#[N:8].N#N.[O-:11][CH2:12]C.[Na+].C(OCC)=O.Cl, predict the reaction product. The product is: [O:11]=[CH:12][CH:6]([C:2]1[S:1][CH:5]=[CH:4][CH:3]=1)[C:7]#[N:8]. (2) Given the reactants Cl.[F:2][C:3]1[CH:4]=[C:5]([NH:9][NH2:10])[CH:6]=[CH:7][CH:8]=1.[CH2:11]([O:13][C:14](=[O:22])[CH:15]([C:19](=O)[CH3:20])[C:16](=O)[CH3:17])[CH3:12].N1C=CC=CC=1, predict the reaction product. The product is: [CH2:11]([O:13][C:14]([C:15]1[C:16]([CH3:17])=[N:10][N:9]([C:5]2[CH:6]=[CH:7][CH:8]=[C:3]([F:2])[CH:4]=2)[C:19]=1[CH3:20])=[O:22])[CH3:12]. (3) The product is: [CH3:1][S:2]([NH:8][C@@H:9]([C:10]([CH3:13])([CH3:12])[CH3:11])[C:14]([OH:16])=[O:15])(=[O:4])=[O:3]. Given the reactants [CH3:1][S:2](Cl)(=[O:4])=[O:3].[OH-].[Na+].[NH2:8][C@H:9]([C:14]([OH:16])=[O:15])[C:10]([CH3:13])([CH3:12])[CH3:11].Cl, predict the reaction product. (4) Given the reactants [F:1][C:2]1[CH:7]=[CH:6][CH:5]=[CH:4][C:3]=1[C:8]1[C:20]2[C:19]3[C:14](=[CH:15][C:16]([CH2:21][OH:22])=[CH:17][CH:18]=3)[NH:13][C:12]=2[C:11]([C:23]([NH2:25])=[O:24])=[CH:10][CH:9]=1.[CH3:26][S:27](Cl)(=[O:29])=[O:28], predict the reaction product. The product is: [CH3:26][S:27]([O:22][CH2:21][C:16]1[CH:17]=[CH:18][C:19]2[C:20]3[C:12](=[C:11]([C:23](=[O:24])[NH2:25])[CH:10]=[CH:9][C:8]=3[C:3]3[CH:4]=[CH:5][CH:6]=[CH:7][C:2]=3[F:1])[NH:13][C:14]=2[CH:15]=1)(=[O:29])=[O:28].